Dataset: Catalyst prediction with 721,799 reactions and 888 catalyst types from USPTO. Task: Predict which catalyst facilitates the given reaction. (1) Reactant: [NH:1]1[CH2:6][CH2:5][O:4][C:3]2[N:7]=[CH:8][C:9]([C:11]3[N:12]=[C:13]([NH:20][C:21]4[CH:26]=[CH:25][C:24]([C:27]5[CH2:28][CH2:29][O:30][CH2:31][CH:32]=5)=[C:23]([O:33][CH3:34])[CH:22]=4)[C:14]4[N:15]([CH:17]=[CH:18][N:19]=4)[CH:16]=3)=[CH:10][C:2]1=2. Product: [NH:1]1[CH2:6][CH2:5][O:4][C:3]2[N:7]=[CH:8][C:9]([C:11]3[N:12]=[C:13]([NH:20][C:21]4[CH:26]=[CH:25][C:24]([CH:27]5[CH2:32][CH2:31][O:30][CH2:29][CH2:28]5)=[C:23]([O:33][CH3:34])[CH:22]=4)[C:14]4[N:15]([CH:17]=[CH:18][N:19]=4)[CH:16]=3)=[CH:10][C:2]1=2. The catalyst class is: 153. (2) Product: [NH2:9][C:8]1[CH:10]=[C:11]([CH3:13])[C:12]([S:1][C:2]#[N:3])=[C:6]([CH3:5])[CH:7]=1. The catalyst class is: 9. Reactant: [S-:1][C:2]#[N:3].[NH4+].[CH3:5][C:6]1[CH:7]=[C:8]([CH:10]=[C:11]([CH3:13])[CH:12]=1)[NH2:9].O.C(=O)(O)[O-].[Na+]. (3) Reactant: C(OC(=O)[NH:7][C:8]1[CH:13]=[CH:12][C:11]([CH:14]([CH3:16])[CH3:15])=[CH:10][C:9]=1[NH:17][C:18](=[O:34])[CH2:19][C:20]([C:22]1[CH:27]=[CH:26][CH:25]=[C:24]([N:28]2[CH:32]=[CH:31][N:30]=[C:29]2[CH3:33])[CH:23]=1)=O)(C)(C)C.C(O)(C(F)(F)F)=O. Product: [CH:14]([C:11]1[CH:12]=[CH:13][C:8]2[N:7]=[C:20]([C:22]3[CH:27]=[CH:26][CH:25]=[C:24]([N:28]4[CH:32]=[CH:31][N:30]=[C:29]4[CH3:33])[CH:23]=3)[CH2:19][C:18](=[O:34])[NH:17][C:9]=2[CH:10]=1)([CH3:16])[CH3:15]. The catalyst class is: 2. (4) Reactant: [CH3:1][N:2]([CH3:22])[CH:3]([C:17]1[O:18][CH:19]=[CH:20][CH:21]=1)[CH2:4][NH:5][C:6]1[C:7]2[N:8]([CH:14]=[CH:15][CH:16]=2)[N:9]=[CH:10][C:11]=1[C:12]#[N:13].[NH4+].[OH-:24].OO. Product: [CH3:1][N:2]([CH3:22])[CH:3]([C:17]1[O:18][CH:19]=[CH:20][CH:21]=1)[CH2:4][NH:5][C:6]1[C:7]2[N:8]([CH:14]=[CH:15][CH:16]=2)[N:9]=[CH:10][C:11]=1[C:12]([NH2:13])=[O:24]. The catalyst class is: 14.